Dataset: Full USPTO retrosynthesis dataset with 1.9M reactions from patents (1976-2016). Task: Predict the reactants needed to synthesize the given product. (1) The reactants are: [CH:1]1([C:4]2[CH:5]=[N:6][C:7]([NH:14][C:15]3[CH:16]=[C:17]4[C:21](=[CH:22][CH:23]=3)[NH:20][C:19]([CH3:24])=[CH:18]4)=[C:8]([CH:13]=2)[C:9]([O:11]C)=[O:10])[CH2:3][CH2:2]1.[CH3:25][C:26]([CH3:29])([O-])[CH3:27].[K+].BrCC(C)C.Cl. Given the product [CH:1]1([C:4]2[CH:5]=[N:6][C:7]([NH:14][C:15]3[CH:16]=[C:17]4[C:21](=[CH:22][CH:23]=3)[N:20]([CH2:25][CH:26]([CH3:29])[CH3:27])[C:19]([CH3:24])=[CH:18]4)=[C:8]([CH:13]=2)[C:9]([OH:11])=[O:10])[CH2:3][CH2:2]1, predict the reactants needed to synthesize it. (2) Given the product [Cl:1][S:2]([C:12]1[CH:13]=[CH:14][C:9]([O:8][CH2:6][CH3:7])=[C:10]([C:15]2[NH:16][C:17](=[S:29])[C:18]3[N:23]([CH2:24][CH3:25])[N:22]=[C:21]([CH2:26][CH2:27][CH3:28])[C:19]=3[N:20]=2)[CH:11]=1)(=[O:5])=[O:3], predict the reactants needed to synthesize it. The reactants are: [Cl:1][S:2]([OH:5])(=O)=[O:3].[CH2:6]([O:8][C:9]1[CH:14]=[CH:13][CH:12]=[CH:11][C:10]=1[C:15]1[NH:16][C:17](=[S:29])[C:18]2[N:23]([CH2:24][CH3:25])[N:22]=[C:21]([CH2:26][CH2:27][CH3:28])[C:19]=2[N:20]=1)[CH3:7].S(Cl)(Cl)=O. (3) Given the product [CH:1]1([CH2:6][CH:7]([C:18]2[NH:30][C:21]3=[N:22][CH:23]=[C:24]([S:26]([CH2:28][CH3:29])=[O:27])[CH:25]=[C:20]3[CH:19]=2)[C:8]2[CH:13]=[CH:12][C:11]([S:14]([CH3:17])(=[O:16])=[O:15])=[CH:10][CH:9]=2)[CH2:5][CH2:4][CH2:3][CH2:2]1, predict the reactants needed to synthesize it. The reactants are: [CH:1]1([CH:6]=[C:7]([C:18]2[NH:30][C:21]3=[N:22][CH:23]=[C:24]([S:26]([CH2:28][CH3:29])=[O:27])[CH:25]=[C:20]3[CH:19]=2)[C:8]2[CH:13]=[CH:12][C:11]([S:14]([CH3:17])(=[O:16])=[O:15])=[CH:10][CH:9]=2)[CH2:5][CH2:4][CH2:3][CH2:2]1. (4) The reactants are: Br[C:2]1[CH:3]=[C:4]2[C:9](=[CH:10][CH:11]=1)[N:8]=[C:7]([O:12][CH3:13])[C:6]([CH2:14][C:15]1[CH:20]=[CH:19][C:18]([C:21]([F:24])([F:23])[F:22])=[CH:17][CH:16]=1)=[C:5]2[Cl:25].C1COCC1.C([Li])CCC.[CH3:36][C:37]1[C:42]([CH:43]=[O:44])=[CH:41][CH:40]=[C:39]([CH3:45])[N:38]=1. Given the product [Cl:25][C:5]1[C:4]2[C:9](=[CH:10][CH:11]=[C:2]([CH:43]([C:42]3[C:37]([CH3:36])=[N:38][C:39]([CH3:45])=[CH:40][CH:41]=3)[OH:44])[CH:3]=2)[N:8]=[C:7]([O:12][CH3:13])[C:6]=1[CH2:14][C:15]1[CH:20]=[CH:19][C:18]([C:21]([F:24])([F:23])[F:22])=[CH:17][CH:16]=1, predict the reactants needed to synthesize it. (5) Given the product [Cl:3][CH2:6][C:7]1[N:8]=[C:9]2[CH:14]=[CH:13][CH:12]=[CH:11][N:10]2[C:15]=1[CH2:16][CH2:17][CH3:18], predict the reactants needed to synthesize it. The reactants are: S(Cl)([Cl:3])=O.O[CH2:6][C:7]1[N:8]=[C:9]2[CH:14]=[CH:13][CH:12]=[CH:11][N:10]2[C:15]=1[CH2:16][CH2:17][CH3:18]. (6) Given the product [F:10][C:8]1[CH:7]=[CH:6][C:3]([CH:4]=[O:5])=[C:2]([S:12][CH3:11])[CH:9]=1, predict the reactants needed to synthesize it. The reactants are: F[C:2]1[CH:9]=[C:8]([F:10])[CH:7]=[CH:6][C:3]=1[CH:4]=[O:5].[CH3:11][S-:12].[Na+]. (7) Given the product [F:18][C:19]([F:29])([F:30])[O:20][C:21]1[CH:28]=[CH:27][C:24]([CH2:25][NH:26][C:15](=[O:16])[CH2:14][CH2:13][C:5]2[CH:6]=[CH:7][C:8]([O:9][CH2:10][C:11]#[CH:12])=[C:3]([O:2][CH3:1])[CH:4]=2)=[CH:23][CH:22]=1, predict the reactants needed to synthesize it. The reactants are: [CH3:1][O:2][C:3]1[CH:4]=[C:5]([CH2:13][CH2:14][C:15](Cl)=[O:16])[CH:6]=[CH:7][C:8]=1[O:9][CH2:10][C:11]#[CH:12].[F:18][C:19]([F:30])([F:29])[O:20][C:21]1[CH:28]=[CH:27][C:24]([CH2:25][NH2:26])=[CH:23][CH:22]=1. (8) The reactants are: Cl[CH2:2][CH2:3][CH2:4][O:5][C:6]1[C:15]2[C:10](=[CH:11][CH:12]=[CH:13][CH:14]=2)[C:9]([NH:16][C:17](=[O:31])[C:18]2[CH:23]=[C:22]([N:24]3[CH2:29][CH2:28][CH2:27][CH2:26][CH2:25]3)[CH:21]=[C:20]([F:30])[CH:19]=2)=[CH:8][CH:7]=1.[NH:32]1[CH2:37][CH2:36][NH:35][CH2:34][CH2:33]1. Given the product [F:30][C:20]1[CH:19]=[C:18]([CH:23]=[C:22]([N:24]2[CH2:29][CH2:28][CH2:27][CH2:26][CH2:25]2)[CH:21]=1)[C:17]([NH:16][C:9]1[C:10]2[C:15](=[CH:14][CH:13]=[CH:12][CH:11]=2)[C:6]([O:5][CH2:4][CH2:3][CH2:2][N:32]2[CH2:37][CH2:36][NH:35][CH2:34][CH2:33]2)=[CH:7][CH:8]=1)=[O:31], predict the reactants needed to synthesize it. (9) The reactants are: [CH2:1]([O:4][C:5]1[C:13]([CH3:14])=[CH:12][C:8]([C:9](O)=[O:10])=[CH:7][C:6]=1[CH3:15])[CH:2]=[CH2:3].S(Cl)([Cl:18])=O. Given the product [CH2:1]([O:4][C:5]1[C:13]([CH3:14])=[CH:12][C:8]([C:9]([Cl:18])=[O:10])=[CH:7][C:6]=1[CH3:15])[CH:2]=[CH2:3], predict the reactants needed to synthesize it.